From a dataset of Full USPTO retrosynthesis dataset with 1.9M reactions from patents (1976-2016). Predict the reactants needed to synthesize the given product. (1) Given the product [Br:20][C:16]1[CH:15]=[C:14]([CH:19]=[CH:18][CH:17]=1)[C:13]([NH:12][C:9]1[CH:10]=[CH:11][C:6]([C@@H:4]2[CH2:5][C@H:3]2[NH:2][CH2:5][CH2:3][CH2:4][CH2:6][CH2:7][CH2:8][CH2:9][CH3:10])=[CH:7][CH:8]=1)=[O:21], predict the reactants needed to synthesize it. The reactants are: Cl.[NH2:2][C@@H:3]1[CH2:5][C@H:4]1[C:6]1[CH:11]=[CH:10][C:9]([NH:12][C:13](=[O:21])[C:14]2[CH:19]=[CH:18][CH:17]=[C:16]([Br:20])[CH:15]=2)=[CH:8][CH:7]=1.C(=O)([O-])O.[Na+].[BH4-].[Na+].O. (2) Given the product [Cl:8][C:6]1[CH:5]=[C:4]([C:9]2[N:10]([CH2:9][C:4]3[CH:5]=[CH:6][C:7]([C:33]([OH:35])=[O:34])=[CH:2][CH:3]=3)[N:11]=[C:12]([C:14]3[CH:19]=[CH:18][C:17]([O:20][CH3:21])=[CH:16][CH:15]=3)[CH:13]=2)[CH:3]=[C:2]([Cl:1])[CH:7]=1, predict the reactants needed to synthesize it. The reactants are: [Cl:1][C:2]1[CH:3]=[C:4]([C:9]2[CH:13]=[C:12]([C:14]3[CH:19]=[CH:18][C:17]([O:20][CH3:21])=[CH:16][CH:15]=3)[N:11](CC3C=CC(C(OC)=O)=CC=3)[N:10]=2)[CH:5]=[C:6]([Cl:8])[CH:7]=1.[CH3:33][OH:34].[OH-:35].[Na+]. (3) Given the product [F:20][C:7]1[C:8]([F:19])=[C:9]([O:12][CH2:13][CH2:14][CH2:15][CH2:16][CH2:17][CH3:18])[CH:10]=[CH:11][C:6]=1[CH2:5][CH2:4][C:3]1[CH:21]=[CH:22][C:23]([C:45]2[CH2:46][CH2:47][CH:42]([C:33]3[CH:34]=[CH:35][C:36]([O:39][CH2:40][CH3:41])=[C:37]([F:38])[C:32]=3[F:31])[CH2:43][CH:44]=2)=[C:24]([F:25])[C:2]=1[F:1], predict the reactants needed to synthesize it. The reactants are: [F:1][C:2]1[C:24]([F:25])=[CH:23][CH:22]=[CH:21][C:3]=1[CH2:4][CH2:5][C:6]1[CH:11]=[CH:10][C:9]([O:12][CH2:13][CH2:14][CH2:15][CH2:16][CH2:17][CH3:18])=[C:8]([F:19])[C:7]=1[F:20].C([Li])(CC)C.[F:31][C:32]1[C:37]([F:38])=[C:36]([O:39][CH2:40][CH3:41])[CH:35]=[CH:34][C:33]=1[CH:42]1[CH2:47][CH2:46][C:45](=O)[CH2:44][CH2:43]1.Cl. (4) Given the product [F:1][C:2]1([F:9])[CH2:5][CH:4]([C:6]([Cl:13])=[O:7])[CH2:3]1, predict the reactants needed to synthesize it. The reactants are: [F:1][C:2]1([F:9])[CH2:5][CH:4]([C:6](O)=[O:7])[CH2:3]1.C(Cl)(=O)C([Cl:13])=O.